From a dataset of Catalyst prediction with 721,799 reactions and 888 catalyst types from USPTO. Predict which catalyst facilitates the given reaction. (1) The catalyst class is: 3. Product: [C:14]([O:13][C:11](=[O:18])[NH:1][CH2:2][CH2:3][C:4]1[CH:9]=[CH:8][C:7]([O:10][C:20]2[CH:25]=[CH:24][C:23]([N+:26]([O-:28])=[O:27])=[CH:22][CH:21]=2)=[CH:6][CH:5]=1)([CH3:17])([CH3:16])[CH3:15]. Reactant: [NH2:1][CH2:2][CH2:3][C:4]1[CH:9]=[CH:8][C:7]([OH:10])=[CH:6][CH:5]=1.[C:11](=[O:18])([O:13][C:14]([CH3:17])([CH3:16])[CH3:15])N.F[C:20]1[CH:25]=[CH:24][C:23]([N+:26]([O-:28])=[O:27])=[CH:22][CH:21]=1.C(=O)([O-])[O-].[Cs+].[Cs+]. (2) Reactant: [Cl:1][C:2]1[CH:10]=[C:9]2[C:5]([C:6](=[O:20])[C:7](=[O:19])[N:8]2[CH:11]([CH2:15][CH:16]([CH3:18])[CH3:17])[C:12]([OH:14])=O)=[CH:4][CH:3]=1.[N:21]1[CH:26]=[CH:25][CH:24]=[CH:23][C:22]=1[NH2:27].C(N(CC)C(C)C)(C)C.F[P-](F)(F)(F)(F)F.N1(O[P+](N(C)C)(N(C)C)N(C)C)C2C=CC=CC=2N=N1. Product: [N:21]1[CH:26]=[CH:25][CH:24]=[CH:23][C:22]=1[NH:27][C:12](=[O:14])[CH:11]([N:8]1[C:9]2[C:5](=[CH:4][CH:3]=[C:2]([Cl:1])[CH:10]=2)[C:6](=[O:20])[C:7]1=[O:19])[CH2:15][CH:16]([CH3:18])[CH3:17]. The catalyst class is: 42. (3) Reactant: [Cl:1][C:2]1[CH:7]=[CH:6][C:5]([C:8]2[CH:9]=[CH:10][C:11]([CH2:15]C)=[C:12](Br)[CH:13]=2)=[CH:4][CH:3]=1.C([Li])CCC.C[O:23][B:24](OC)[O:25]C.Cl. Product: [Cl:1][C:2]1[CH:7]=[CH:6][C:5]([C:8]2[CH:9]=[CH:10][C:11]([CH3:15])=[C:12]([B:24]([OH:25])[OH:23])[CH:13]=2)=[CH:4][CH:3]=1. The catalyst class is: 1. (4) Reactant: [CH3:1]/[C:2](/[CH2:8][CH2:9][CH:10]=[CH2:11])=[CH:3]/[C:4]([O:6]C)=[O:5].[Li+].[OH-]. Product: [CH3:1]/[C:2](/[CH2:8][CH2:9][CH:10]=[CH2:11])=[CH:3]/[C:4]([OH:6])=[O:5]. The catalyst class is: 20. (5) Reactant: [NH2:1][C@H:2]([CH3:18])[C@@H:3]([OH:17])[CH2:4][N:5]([CH2:7][CH2:8][CH2:9][C:10]1[CH:15]=[CH:14][C:13]([F:16])=[CH:12][CH:11]=1)[CH3:6].[CH3:19][N:20]1[C:24]([C:25]2[CH:26]=[C:27]([NH:31][C:32](=O)[O:33]C3C=CC=CC=3)[CH:28]=[CH:29][CH:30]=2)=[N:23][N:22]=[N:21]1. Product: [F:16][C:13]1[CH:12]=[CH:11][C:10]([CH2:9][CH2:8][CH2:7][N:5]([CH3:6])[CH2:4][C@H:3]([OH:17])[C@H:2]([NH:1][C:32]([NH:31][C:27]2[CH:28]=[CH:29][CH:30]=[C:25]([C:24]3[N:20]([CH3:19])[N:21]=[N:22][N:23]=3)[CH:26]=2)=[O:33])[CH3:18])=[CH:15][CH:14]=1. The catalyst class is: 10. (6) The catalyst class is: 2. Reactant: [Br:1][C:2]1[C:3]([NH2:13])=[N:4][CH:5]=[C:6]([CH:8]2[CH2:12][CH2:11][NH:10][CH2:9]2)[CH:7]=1.CCN(C(C)C)C(C)C.Cl[C:24]([O:26][CH3:27])=[O:25]. Product: [NH2:13][C:3]1[N:4]=[CH:5][C:6]([CH:8]2[CH2:12][CH2:11][N:10]([C:24]([O:26][CH3:27])=[O:25])[CH2:9]2)=[CH:7][C:2]=1[Br:1]. (7) Reactant: [S:1](=[O:4])(=O)=[O:2].[N:5]1[CH:10]=[CH:9][CH:8]=[CH:7][C:6]=1[CH3:11].P(Cl)(Cl)([Cl:14])=O.C(OC)(C)(C)C. Product: [CH:6]([N:5]([CH2:10][CH2:9][CH3:8])[S:1]([Cl:14])(=[O:4])=[O:2])([CH3:11])[CH3:7]. The catalyst class is: 26.